From a dataset of Forward reaction prediction with 1.9M reactions from USPTO patents (1976-2016). Predict the product of the given reaction. (1) Given the reactants [OH:1][CH:2]1[CH2:5][N:4]([C:6]([C:8]2[O:9][C:10]([C:13]3[CH:18]=[CH:17][C:16]([O:19][CH3:20])=[CH:15][CH:14]=3)=[N:11][N:12]=2)=[O:7])[CH2:3]1.C(N(CC)CC)C.[CH3:28][S:29](Cl)(=[O:31])=[O:30], predict the reaction product. The product is: [CH3:28][S:29]([O:1][CH:2]1[CH2:5][N:4]([C:6]([C:8]2[O:9][C:10]([C:13]3[CH:18]=[CH:17][C:16]([O:19][CH3:20])=[CH:15][CH:14]=3)=[N:11][N:12]=2)=[O:7])[CH2:3]1)(=[O:31])=[O:30]. (2) Given the reactants [H-].[Na+].[Br:3][C:4]1[N:9]=[C:8]([C:10]2[C:18]3[C:13](=[N:14][C:15]([Cl:19])=[N:16][CH:17]=3)[NH:12][N:11]=2)[CH:7]=[CH:6][CH:5]=1.Cl[CH2:21][O:22][CH2:23][CH2:24][Si:25]([CH3:28])([CH3:27])[CH3:26], predict the reaction product. The product is: [Br:3][C:4]1[N:9]=[C:8]([C:10]2[C:18]3[C:13](=[N:14][C:15]([Cl:19])=[N:16][CH:17]=3)[N:12]([CH2:21][O:22][CH2:23][CH2:24][Si:25]([CH3:28])([CH3:27])[CH3:26])[N:11]=2)[CH:7]=[CH:6][CH:5]=1. (3) Given the reactants [CH:1](=[O:5])[CH:2]([CH3:4])[CH3:3].[NH:6]1[CH2:11][CH2:10][CH:9]([O:12][C:13]2[CH:18]=[CH:17][C:16]([NH:19][C:20]([N:22]3[CH2:30][C:29]4[CH:28]=[CH:27][N:26]=[CH:25][C:24]=4[CH2:23]3)=[O:21])=[CH:15][CH:14]=2)[CH2:8][CH2:7]1.N1CC=C(C2C=CC(NC(N3CC4C(=CC=CC=4)C3)=O)=CC=2)C[CH2:32]1, predict the reaction product. The product is: [O:5]1[CH2:32][CH2:3][CH:2]([CH2:4][N:6]2[CH2:11][CH2:10][CH:9]([O:12][C:13]3[CH:18]=[CH:17][C:16]([NH:19][C:20]([N:22]4[CH2:30][C:29]5[CH:28]=[CH:27][N:26]=[CH:25][C:24]=5[CH2:23]4)=[O:21])=[CH:15][CH:14]=3)[CH2:8][CH2:7]2)[CH2:1]1. (4) Given the reactants [CH2:1]([O:8][C:9]1[N:19]=[C:18]([CH3:20])[CH:17]=[C:16]([OH:21])[C:10]=1[C:11]([O:13][CH2:14][CH3:15])=[O:12])[C:2]1[CH:7]=[CH:6][CH:5]=[CH:4][CH:3]=1.[C:22](=O)([O-])[O-].[K+].[K+].IC, predict the reaction product. The product is: [CH2:1]([O:8][C:9]1[N:19]=[C:18]([CH3:20])[CH:17]=[C:16]([O:21][CH3:22])[C:10]=1[C:11]([O:13][CH2:14][CH3:15])=[O:12])[C:2]1[CH:7]=[CH:6][CH:5]=[CH:4][CH:3]=1. (5) Given the reactants [Cl:1][C:2]1[C:3]([N+:15]([O-])=O)=[C:4]([NH:8][CH:9]([CH2:13][CH3:14])[C:10](O)=[O:11])[CH:5]=[CH:6][CH:7]=1.Cl.[OH-].[K+], predict the reaction product. The product is: [Cl:1][C:2]1[CH:7]=[CH:6][CH:5]=[C:4]2[C:3]=1[NH:15][C:10](=[O:11])[CH:9]([CH2:13][CH3:14])[NH:8]2. (6) The product is: [Cl:1][C:2]1[C:3]([N:13]2[CH2:18][CH2:17][N:16]([C:20]([NH:19][CH2:22][C:23]3[CH:28]=[CH:27][CH:26]=[C:25]([CH3:29])[CH:24]=3)=[O:21])[CH2:15][CH2:14]2)=[N:4][CH:5]=[C:6]([CH:12]=1)[C:7]([O:9][CH2:10][CH3:11])=[O:8]. Given the reactants [Cl:1][C:2]1[C:3]([N:13]2[CH2:18][CH2:17][NH:16][CH2:15][CH2:14]2)=[N:4][CH:5]=[C:6]([CH:12]=1)[C:7]([O:9][CH2:10][CH3:11])=[O:8].[N:19]([CH2:22][C:23]1[CH:28]=[CH:27][CH:26]=[C:25]([CH3:29])[CH:24]=1)=[C:20]=[O:21], predict the reaction product. (7) Given the reactants [CH3:1][C:2]1([CH3:22])[C:10]2[N:9]=[N:8][C:7]([C:11]3[C:19]4[C:14](=[N:15][C:16]([CH3:20])=[CH:17][CH:18]=4)[NH:13][N:12]=3)=[N:6][C:5]=2[NH:4][C:3]1=[O:21].C(=O)([O-])[O-].[Cs+].[Cs+].Br[CH2:30][C:31]1[CH:36]=[CH:35][C:34]([CH3:37])=[C:33]([F:38])[CH:32]=1.O, predict the reaction product. The product is: [F:38][C:33]1[CH:32]=[C:31]([CH:36]=[CH:35][C:34]=1[CH3:37])[CH2:30][N:13]1[C:14]2=[N:15][C:16]([CH3:20])=[CH:17][CH:18]=[C:19]2[C:11]([C:7]2[N:8]=[N:9][C:10]3[C:2]([CH3:22])([CH3:1])[C:3](=[O:21])[NH:4][C:5]=3[N:6]=2)=[N:12]1. (8) Given the reactants [C:1]([O:5][C:6]([NH:8][C@H:9]([C:22]([NH:24][C@H:25]([C:38]([OH:40])=[O:39])[CH2:26][CH2:27][CH2:28][CH2:29][NH:30][C:31]([O:33][C:34]([CH3:37])([CH3:36])[CH3:35])=[O:32])=[O:23])[CH2:10][CH2:11][CH2:12][CH2:13][NH:14][C:15]([O:17][C:18]([CH3:21])([CH3:20])[CH3:19])=[O:16])=[O:7])([CH3:4])([CH3:3])[CH3:2].C([O-])(O)=O.[Na+].[C:46](=[O:53])([O:50][CH2:51]I)[S:47][CH2:48][CH3:49], predict the reaction product. The product is: [C:46](=[O:53])([S:47][CH2:48][CH3:49])[O:50][CH2:51][O:39][C:38](=[O:40])[C@H:25]([CH2:26][CH2:27][CH2:28][CH2:29][NH:30][C:31]([O:33][C:34]([CH3:37])([CH3:36])[CH3:35])=[O:32])[NH:24][C:22](=[O:23])[C@H:9]([CH2:10][CH2:11][CH2:12][CH2:13][NH:14][C:15]([O:17][C:18]([CH3:21])([CH3:20])[CH3:19])=[O:16])[NH:8][C:6]([O:5][C:1]([CH3:2])([CH3:3])[CH3:4])=[O:7]. (9) Given the reactants [O:1]1[CH2:5][CH2:4][CH2:3][C@@H:2]1[CH2:6][OH:7].[C:8]1([CH3:18])[CH:13]=[CH:12][C:11]([S:14](Cl)(=[O:16])=[O:15])=[CH:10][CH:9]=1, predict the reaction product. The product is: [CH3:18][C:8]1[CH:13]=[CH:12][C:11]([S:14]([O:7][CH2:6][C@H:2]2[CH2:3][CH2:4][CH2:5][O:1]2)(=[O:16])=[O:15])=[CH:10][CH:9]=1.